This data is from Reaction yield outcomes from USPTO patents with 853,638 reactions. The task is: Predict the reaction yield, written as a fraction of the theoretical maximum amount of product (1.0 means a 100% yield; for example, 0.34 means a 34% yield). (1) The reactants are [O:1]1[CH2:6][CH2:5][N:4]([CH2:7][C:8]([O:10]C)=O)[CH2:3][CH2:2]1.[NH2:12][NH2:13]. The catalyst is C(O)C. The product is [N:4]1([CH2:7][C:8]([NH:12][NH2:13])=[O:10])[CH2:5][CH2:6][O:1][CH2:2][CH2:3]1. The yield is 0.950. (2) The reactants are Cl.[NH2:2][CH2:3][C:4]1[CH:13]=[CH:12][CH:11]=[C:10]2[C:5]=1[C:6](=[O:23])[N:7]([CH:15]1[CH2:20][CH2:19][C:18](=[O:21])[NH:17][C:16]1=[O:22])[C:8]([CH3:14])=[N:9]2.[C:24]1([CH2:30][C:31](Cl)=[O:32])[CH:29]=[CH:28][CH:27]=[CH:26][CH:25]=1.C(N(CC)C(C)C)(C)C. The catalyst is C(#N)C. The product is [O:22]=[C:16]1[CH:15]([N:7]2[C:6](=[O:23])[C:5]3[C:10](=[CH:11][CH:12]=[CH:13][C:4]=3[CH2:3][NH:2][C:31](=[O:32])[CH2:30][C:24]3[CH:29]=[CH:28][CH:27]=[CH:26][CH:25]=3)[N:9]=[C:8]2[CH3:14])[CH2:20][CH2:19][C:18](=[O:21])[NH:17]1. The yield is 0.400. (3) The reactants are C(=O)([O-])[O-].[K+].[K+].[OH:7][C:8]1[C:13]([CH3:14])=[C:12]([OH:15])[CH:11]=[CH:10][C:9]=1[C:16](=[O:21])[CH2:17][CH:18]([CH3:20])[CH3:19].Br[CH2:23][CH2:24][CH2:25][CH2:26][O:27][C:28]1[CH:33]=[CH:32][CH:31]=[CH:30][CH:29]=1. The catalyst is CC(C)=O. The product is [OH:7][C:8]1[C:13]([CH3:14])=[C:12]([O:15][CH2:23][CH2:24][CH2:25][CH2:26][O:27][C:28]2[CH:33]=[CH:32][CH:31]=[CH:30][CH:29]=2)[CH:11]=[CH:10][C:9]=1[C:16](=[O:21])[CH2:17][CH:18]([CH3:19])[CH3:20]. The yield is 0.740. (4) The reactants are CNCCNC.I[C:8]1[C:16]2[C:11](=[N:12][CH:13]=[C:14]([C:17]3[CH:22]=[CH:21][C:20]([S:23]([CH:26]([CH3:28])[CH3:27])(=[O:25])=[O:24])=[CH:19][CH:18]=3)[N:15]=2)[N:10]([S:29]([C:32]2[CH:37]=[CH:36][C:35]([CH3:38])=[CH:34][CH:33]=2)(=[O:31])=[O:30])[CH:9]=1.[C:39]([NH2:47])(=[O:46])[C:40]1[CH:45]=[CH:44][CH:43]=[CH:42][CH:41]=1.[O-]P([O-])([O-])=O.[K+].[K+].[K+]. The catalyst is O1CCOCC1.[Cu]I. The product is [CH:26]([S:23]([C:20]1[CH:21]=[CH:22][C:17]([C:14]2[N:15]=[C:16]3[C:8]([NH:47][C:39](=[O:46])[C:40]4[CH:45]=[CH:44][CH:43]=[CH:42][CH:41]=4)=[CH:9][N:10]([S:29]([C:32]4[CH:37]=[CH:36][C:35]([CH3:38])=[CH:34][CH:33]=4)(=[O:31])=[O:30])[C:11]3=[N:12][CH:13]=2)=[CH:18][CH:19]=1)(=[O:24])=[O:25])([CH3:27])[CH3:28]. The yield is 0.370. (5) The reactants are Br[CH2:2][CH2:3][CH2:4][CH:5]=[CH2:6].[Mg].[CH:8]12[O:13][CH:9]1[CH2:10][CH2:11][CH2:12]2. The catalyst is CCOCC.C1COCC1.[Cu]I. The product is [CH2:2]([C@@H:8]1[CH2:12][CH2:11][CH2:10][C@H:9]1[OH:13])[CH2:3][CH2:4][CH:5]=[CH2:6]. The yield is 0.620. (6) The catalyst is C1(C)C=CC=CC=1.C1C=CC([P]([Pd]([P](C2C=CC=CC=2)(C2C=CC=CC=2)C2C=CC=CC=2)([P](C2C=CC=CC=2)(C2C=CC=CC=2)C2C=CC=CC=2)[P](C2C=CC=CC=2)(C2C=CC=CC=2)C2C=CC=CC=2)(C2C=CC=CC=2)C2C=CC=CC=2)=CC=1. The yield is 0.210. The reactants are I[C:2]1[C:10]2[C:9](=[O:11])[N:8]([CH2:12][C:13]([F:16])([F:15])[F:14])[CH:7]=[N:6][C:5]=2[N:4]([CH3:17])[CH:3]=1.C([Sn](CCCC)(CCCC)[C:23]1[CH:28]=[CH:27][CH:26]=[CH:25][N:24]=1)CCC. The product is [CH3:17][N:4]1[C:5]2[N:6]=[CH:7][N:8]([CH2:12][C:13]([F:16])([F:15])[F:14])[C:9](=[O:11])[C:10]=2[C:2]([C:23]2[CH:28]=[CH:27][CH:26]=[CH:25][N:24]=2)=[CH:3]1.